Dataset: Full USPTO retrosynthesis dataset with 1.9M reactions from patents (1976-2016). Task: Predict the reactants needed to synthesize the given product. (1) Given the product [OH:21][CH2:20][CH2:19][C@@H:17]1[CH2:18][C@@H:16]1[CH:13]1[CH2:12][CH2:11][N:10]([C:2]2[N:7]=[CH:6][C:5]([CH:8]=[O:9])=[CH:4][CH:3]=2)[CH2:15][CH2:14]1, predict the reactants needed to synthesize it. The reactants are: Cl[C:2]1[N:7]=[CH:6][C:5]([CH:8]=[O:9])=[CH:4][CH:3]=1.[NH:10]1[CH2:15][CH2:14][CH:13]([C@H:16]2[CH2:18][C@H:17]2[CH2:19][CH2:20][OH:21])[CH2:12][CH2:11]1.C(=O)([O-])[O-].[Cs+].[Cs+].O. (2) Given the product [F:1][CH2:2][C@@:3]1([C:50]([OH:52])=[O:51])[CH2:8][CH2:7][C:6]([C:9]2[C:10]([CH3:49])([CH3:48])[C@H:11]3[C@:24]([CH3:27])([CH2:25][CH:26]=2)[C@@H:23]2[C@:14]([CH3:47])([C@@:15]4([CH3:46])[C@H:20]([CH2:21][CH2:22]2)[C@H:19]2[C@H:28]([C:31]([CH3:33])=[CH2:32])[CH2:29][CH2:30][C@:18]2([NH:34][CH2:35][C:36]([N:60]2[CH2:61][CH2:62][N:57]([S:54]([CH3:53])(=[O:56])=[O:55])[CH2:58][CH2:59]2)=[O:37])[CH2:17][CH2:16]4)[CH2:13][CH2:12]3)=[CH:5][CH2:4]1, predict the reactants needed to synthesize it. The reactants are: [F:1][CH2:2][C@@:3]1([C:50]([OH:52])=[O:51])[CH2:8][CH2:7][C:6]([C:9]2[C:10]([CH3:49])([CH3:48])[C@H:11]3[C@:24]([CH3:27])([CH2:25][CH:26]=2)[C@@H:23]2[C@:14]([CH3:47])([C@@:15]4([CH3:46])[C@H:20]([CH2:21][CH2:22]2)[C@H:19]2[C@H:28]([C:31]([CH3:33])=[CH2:32])[CH2:29][CH2:30][C@:18]2([NH:34][CH2:35][C:36](N2CCC(O)(C)CC2)=[O:37])[CH2:17][CH2:16]4)[CH2:13][CH2:12]3)=[CH:5][CH2:4]1.[CH3:53][S:54]([N:57]1[CH2:62][CH2:61][NH:60][CH2:59][CH2:58]1)(=[O:56])=[O:55].C(O)(C(F)(F)F)=O. (3) Given the product [CH:21]1([CH2:20][N:19]2[CH2:18][CH2:17][C@:14]34[C:13]5[C:12]6[O:16][C@H:15]3[C@@H:2]([CH2:1][OH:45])[CH2:3][CH2:4][C@@:5]4([OH:25])[C@H:6]2[CH2:7][C:8]=5[CH:9]=[CH:10][C:11]=6[OH:24])[CH2:23][CH2:22]1, predict the reactants needed to synthesize it. The reactants are: [CH2:1]=[C:2]1[C@@H:15]2[O:16][C:12]3[C:13]4[C@:14]52[CH2:17][CH2:18][N:19]([CH2:20][CH:21]2[CH2:23][CH2:22]2)[C@H:6]([CH2:7][C:8]=4[CH:9]=[CH:10][C:11]=3[OH:24])[C@:5]5([OH:25])[CH2:4][CH2:3]1.C1(C[N+]2([O-])CC[C@]34C5C6O[C@H]3C(=O)CC[C@@]4(OCC)[C@H]2CC=5C=CC=6[OH:45])CC1.B.C1COCC1.[OH-].[Na+].OO.[NH4+].[Cl-]. (4) Given the product [CH3:26][O:25][C:20]1[CH:19]=[C:18]2[C:23](=[CH:22][CH:21]=1)[CH:24]=[C:15]([CH:14]([CH3:13])[C:27]([O:29][CH2:8][CH2:7][N:6]1[CH:3]=[CH:2][N:4]=[C:5]1[C:15]1[CH:16]=[CH:17][CH:18]=[CH:23][CH:24]=1)=[O:28])[CH:16]=[CH:17]2, predict the reactants needed to synthesize it. The reactants are: Cl.[CH2:2]([N:4]=[C:5]=[N:6][CH2:7][CH2:8]CN(C)C)[CH3:3].[CH3:13][C@H:14]([C:27]([OH:29])=[O:28])[C:15]1[CH:16]=[CH:17][C:18]2[CH:19]=[C:20]([O:25][CH3:26])[CH:21]=[CH:22][C:23]=2[CH:24]=1.